From a dataset of Reaction yield outcomes from USPTO patents with 853,638 reactions. Predict the reaction yield, written as a fraction of the theoretical maximum amount of product (1.0 means a 100% yield; for example, 0.34 means a 34% yield). The reactants are Cl[C:2]1[C:7]([N+:8]([O-:10])=[O:9])=[CH:6][N:5]=[C:4]([C:11]2[CH:16]=[CH:15][C:14]([CH2:17][C:18]#[N:19])=[CH:13][CH:12]=2)[N:3]=1.[CH:20]1([C:23]2[NH:27][N:26]=[C:25]([NH2:28])[CH:24]=2)[CH2:22][CH2:21]1. The catalyst is C(O)C. The product is [CH:20]1([C:23]2[NH:27][N:26]=[C:25]([NH:28][C:2]3[C:7]([N+:8]([O-:10])=[O:9])=[CH:6][N:5]=[C:4]([C:11]4[CH:16]=[CH:15][C:14]([CH2:17][C:18]#[N:19])=[CH:13][CH:12]=4)[N:3]=3)[CH:24]=2)[CH2:22][CH2:21]1. The yield is 0.620.